This data is from Catalyst prediction with 721,799 reactions and 888 catalyst types from USPTO. The task is: Predict which catalyst facilitates the given reaction. (1) Reactant: CN(C(ON1N=NC2C=CC=NC1=2)=[N+](C)C)C.F[P-](F)(F)(F)(F)F.[CH2:25]1[C:30]2([CH2:36][CH2:35][NH:34][CH2:33][CH2:32][O:31]2)[CH2:29][CH2:28][N:27]([C:37]([O:39][C:40]([CH3:43])([CH3:42])[CH3:41])=[O:38])[CH2:26]1.[CH3:44][C:45]1[S:46][CH:47]=[C:48]([C:50](O)=[O:51])[N:49]=1.C(N(CC)CC)C. Product: [CH3:44][C:45]1[S:46][CH:47]=[C:48]([C:50]([N:34]2[CH2:35][CH2:36][C:30]3([CH2:29][CH2:28][N:27]([C:37]([O:39][C:40]([CH3:43])([CH3:42])[CH3:41])=[O:38])[CH2:26][CH2:25]3)[O:31][CH2:32][CH2:33]2)=[O:51])[N:49]=1. The catalyst class is: 3. (2) Reactant: Cl.[CH3:2][O:3][C@@H:4]1[CH2:8][CH2:7][N:6]([C@@H:9]([CH3:31])[CH2:10][O:11]C(C2C=CC=CC=2)(C2C=CC=CC=2)C2C=CC=CC=2)[CH2:5]1. Product: [CH3:2][O:3][C@@H:4]1[CH2:8][CH2:7][N:6]([C@@H:9]([CH3:31])[CH2:10][OH:11])[CH2:5]1. The catalyst class is: 2. (3) Reactant: C1(P(C2C=CC=CC=2)[C:24]2[CH:25]=[CH:26][C:27]3[C:22](=[CH:21][CH:20]=[CH:19][CH:18]=3)[C:23]=2[C:18]2[C:27]3[C:22](=[CH:23][CH:24]=[CH:25][CH:26]=3)[CH:21]=[CH:20][C:19]=2P(C2C=CC=CC=2)C2C=CC=CC=2)C=CC=CC=1.CC(C)([O-])C.[Na+].[CH2:53]([NH2:57])[CH2:54][CH2:55][CH3:56].BrC1C=CC2C(=CC=CC=2)C=1. Product: [CH2:53]([NH:57][C:19]1[CH:20]=[CH:21][C:22]2[C:27](=[CH:26][CH:25]=[CH:24][CH:23]=2)[CH:18]=1)[CH2:54][CH2:55][CH3:56]. The catalyst class is: 187. (4) Reactant: C([O:3][C:4]([C:6]1[NH:7][C:8]2[C:13]([CH:14]=1)=[CH:12][C:11]([Cl:15])=[CH:10][C:9]=2[CH2:16][N:17]1[CH2:22][CH2:21][O:20][CH2:19][CH2:18]1)=[O:5])C.O[Li].O.Cl. Product: [Cl:15][C:11]1[CH:12]=[C:13]2[C:8](=[C:9]([CH2:16][N:17]3[CH2:22][CH2:21][O:20][CH2:19][CH2:18]3)[CH:10]=1)[NH:7][C:6]([C:4]([OH:5])=[O:3])=[CH:14]2. The catalyst class is: 636. (5) Reactant: [Br:1][C:2]1[CH:3]=[C:4]([CH:7]=[CH:8][C:9]=1[OH:10])[CH:5]=[O:6].C1(P(C2C=CC=CC=2)C2C=CC=CC=2)C=CC=CC=1.[CH3:30][C:31]1[C:36]([CH2:37]O)=[CH:35][CH:34]=[CH:33][C:32]=1[C:39]1[CH:44]=[CH:43][CH:42]=[CH:41][CH:40]=1.N(C(OC(C)C)=O)=NC(OC(C)C)=O. Product: [Br:1][C:2]1[CH:3]=[C:4]([CH:7]=[CH:8][C:9]=1[O:10][CH2:37][C:36]1[C:31]([CH3:30])=[C:32]([C:39]2[CH:44]=[CH:43][CH:42]=[CH:41][CH:40]=2)[CH:33]=[CH:34][CH:35]=1)[CH:5]=[O:6]. The catalyst class is: 1.